From a dataset of Reaction yield outcomes from USPTO patents with 853,638 reactions. Predict the reaction yield, written as a fraction of the theoretical maximum amount of product (1.0 means a 100% yield; for example, 0.34 means a 34% yield). (1) The reactants are C([O:8][C:9]1[CH:18]=[C:17]2[C:12]([C:13]([NH:19][C:20]3[CH:21]=[N:22][C:23]([NH:26][C:27](=[O:36])[C:28]4[CH:33]=[CH:32][C:31]([F:34])=[C:30]([Cl:35])[CH:29]=4)=[N:24][CH:25]=3)=[N:14][CH:15]=[N:16]2)=[CH:11][C:10]=1[O:37][CH3:38])C1C=CC=CC=1. The catalyst is FC(F)(F)C(O)=O. The product is [Cl:35][C:30]1[CH:29]=[C:28]([CH:33]=[CH:32][C:31]=1[F:34])[C:27]([NH:26][C:23]1[N:22]=[CH:21][C:20]([NH:19][C:13]2[C:12]3[C:17](=[CH:18][C:9]([OH:8])=[C:10]([O:37][CH3:38])[CH:11]=3)[N:16]=[CH:15][N:14]=2)=[CH:25][N:24]=1)=[O:36]. The yield is 0.970. (2) The reactants are [NH2:1][C:2]1[CH:3]=[CH:4][C:5]([S:52]([CH:55]2[CH2:57][CH2:56]2)(=[O:54])=[O:53])=[C:6]([CH2:8][N:9]([CH3:51])[C:10]([CH:12]([NH:25][C:26]2[CH:27]=[C:28]3[C:33](=[CH:34][CH:35]=2)[C:32]([N:36]([C:44]([O:46][C:47]([CH3:50])([CH3:49])[CH3:48])=[O:45])[C:37](=[O:43])[O:38][C:39]([CH3:42])([CH3:41])[CH3:40])=[N:31][CH:30]=[CH:29]3)[C:13]2[CH:18]=[CH:17][C:16]([C@H:19]([CH2:22][OH:23])[CH2:20][F:21])=[C:15]([CH3:24])[CH:14]=2)=[O:11])[CH:7]=1.[C:58](Cl)(Cl)=[O:59]. The catalyst is C(#N)C.ClCCl. The product is [C:39]([O:38][C:37]([N:36]([C:32]1[C:33]2[C:28](=[CH:27][C:26]([NH:25][C@H:12]3[C:10](=[O:11])[N:9]([CH3:51])[CH2:8][C:6]4[CH:7]=[C:2]([CH:3]=[CH:4][C:5]=4[S:52]([CH:55]4[CH2:56][CH2:57]4)(=[O:53])=[O:54])[NH:1][C:58](=[O:59])[O:23][CH2:22][C@H:19]([CH2:20][F:21])[C:16]4[CH:17]=[CH:18][C:13]3=[CH:14][C:15]=4[CH3:24])=[CH:35][CH:34]=2)[CH:29]=[CH:30][N:31]=1)[C:44](=[O:45])[O:46][C:47]([CH3:48])([CH3:49])[CH3:50])=[O:43])([CH3:42])([CH3:41])[CH3:40]. The yield is 0.760. (3) The reactants are [N:1]1([CH2:7][CH2:8][CH2:9][N:10]2[CH2:15][CH2:14][NH:13][CH2:12][CH2:11]2)[CH2:6][CH2:5][CH2:4][CH2:3][CH2:2]1.[O:16]1[CH2:18][CH:17]1[CH2:19]OS(C1C=CC=C([N+]([O-])=O)C=1)(=O)=O. No catalyst specified. The product is [O:16]1[CH2:18][CH:17]1[CH2:19][N:13]1[CH2:12][CH2:11][N:10]([CH2:9][CH2:8][CH2:7][N:1]2[CH2:2][CH2:3][CH2:4][CH2:5][CH2:6]2)[CH2:15][CH2:14]1. The yield is 0.640. (4) The reactants are C(=O)([O-])[O-].[K+].[K+].[F:7][C:8]1[CH:9]=[C:10]([N+:15]([O-:17])=[O:16])[CH:11]=[CH:12][C:13]=1F.ClCCl.[CH3:21][N:22]([CH3:25])C=O. No catalyst specified. The yield is 0.800. The product is [F:7][C:8]1[CH:9]=[C:10]([N+:15]([O-:17])=[O:16])[CH:11]=[CH:12][C:13]=1[N:22]1[CH2:25][CH2:8][CH:9]([C:10]#[N:15])[CH2:21]1. (5) The catalyst is S(Cl)(Cl)=O. The yield is 0.280. The product is [F:21][C:15]1([C:18](=[O:19])[NH:30][C:26]2([CH3:25])[CH2:29][CH2:28][CH2:27]2)[CH2:16][CH2:17][N:12]([CH:10]2[CH2:11][C:8]3([CH2:22][CH2:23][N:6]([C:4]([O:3][CH2:1][CH3:2])=[O:5])[CH2:7]3)[CH2:9]2)[CH2:13][CH2:14]1. The reactants are [CH2:1]([O:3][C:4]([N:6]1[CH2:23][CH2:22][C:8]2([CH2:11][CH:10]([N:12]3[CH2:17][CH2:16][C:15]([F:21])([C:18](O)=[O:19])[CH2:14][CH2:13]3)[CH2:9]2)[CH2:7]1)=[O:5])[CH3:2].Cl.[CH3:25][C:26]1([NH2:30])[CH2:29][CH2:28][CH2:27]1.CCN(C(C)C)C(C)C.